From a dataset of Catalyst prediction with 721,799 reactions and 888 catalyst types from USPTO. Predict which catalyst facilitates the given reaction. (1) Reactant: [OH:1][CH2:2][CH2:3][O:4][C:5]1[CH:15]=[CH:14][C:8]([C:9]([O:11]CC)=[O:10])=[CH:7][C:6]=1[O:16][CH3:17].[OH-].[K+]. Product: [OH:1][CH2:2][CH2:3][O:4][C:5]1[CH:15]=[CH:14][C:8]([C:9]([OH:11])=[O:10])=[CH:7][C:6]=1[O:16][CH3:17]. The catalyst class is: 5. (2) Reactant: [CH3:1][C:2]1[CH:7]=[CH:6][CH:5]=[CH:4][C:3]=1[OH:8].CS(C)=O.C(=O)([O-])[O-].[Na+].[Na+].O.[BrH:20]. Product: [Br:20][C:6]1[CH:5]=[CH:4][C:3]([OH:8])=[C:2]([CH3:1])[CH:7]=1. The catalyst class is: 15. (3) Reactant: CO.C(O)C.O1CCCC1.[C:11]1([C@H:23]2[C@H:27]([C:28]3[C:36]4[C:31](=[CH:32][CH:33]=[CH:34][CH:35]=4)[NH:30][CH:29]=3)[C:26](=[O:37])[NH:25][C:24]2=[O:38])[C:21]2=[C:22]3[C:17](=[CH:18][CH:19]=[CH:20]2)[CH2:16][CH2:15][CH2:14][N:13]3[CH:12]=1.[Cl:39][CH2:40][Cl:41]. Product: [Cl:39][CH2:40][Cl:41].[C:11]1([C@H:23]2[C@H:27]([C:28]3[C:36]4[C:31](=[CH:32][CH:33]=[CH:34][CH:35]=4)[NH:30][CH:29]=3)[C:26](=[O:37])[NH:25][C:24]2=[O:38])[C:21]2=[C:22]3[C:17](=[CH:18][CH:19]=[CH:20]2)[CH2:16][CH2:15][CH2:14][N:13]3[CH:12]=1. The catalyst class is: 6. (4) Reactant: [N+:1]([C:4]1[CH:9]=[CH:8][C:7]([CH:10]=[CH:11][C:12]2[CH:17]=[CH:16][N:15]=[CH:14][CH:13]=2)=[CH:6][CH:5]=1)([O-])=O.[H][H]. Product: [N:15]1[CH:16]=[CH:17][C:12]([CH2:11][CH2:10][C:7]2[CH:6]=[CH:5][C:4]([NH2:1])=[CH:9][CH:8]=2)=[CH:13][CH:14]=1. The catalyst class is: 350. (5) Reactant: [N+:1]([C:4]1[CH:21]=[CH:20][C:7]([O:8][C:9]2[CH:14]=[CH:13][C:12]([C:15]3[CH:19]=[CH:18][NH:17][N:16]=3)=[CH:11][CH:10]=2)=[CH:6][CH:5]=1)([O-:3])=[O:2].[C:22](OC(=O)C)(=[O:24])[CH3:23]. Product: [N+:1]([C:4]1[CH:21]=[CH:20][C:7]([O:8][C:9]2[CH:10]=[CH:11][C:12]([C:15]3[CH:19]=[CH:18][N:17]([C:22](=[O:24])[CH3:23])[N:16]=3)=[CH:13][CH:14]=2)=[CH:6][CH:5]=1)([O-:3])=[O:2]. The catalyst class is: 300.